Dataset: Reaction yield outcomes from USPTO patents with 853,638 reactions. Task: Predict the reaction yield, written as a fraction of the theoretical maximum amount of product (1.0 means a 100% yield; for example, 0.34 means a 34% yield). (1) The reactants are [O:1]1[C:13]2[C:4](=[CH:5][C:6]3[S:10][C:9]([NH2:11])=[N:8][C:7]=3[CH:12]=2)[O:3][CH2:2]1.[F:14][C:15]([F:26])([F:25])[C:16]1[CH:17]=[C:18]([CH:22]=[CH:23][CH:24]=1)[C:19](Cl)=[O:20].Br[CH:28]([CH3:34])[C:29]([O:31]CC)=[O:30].COC1C=CC2N=C(N)SC=2C=1.ClC1C=C(C=CC=1)C(Cl)=O.BrCC(OCC)=O. No catalyst specified. The product is [F:14][C:15]([F:26])([F:25])[C:16]1[CH:17]=[C:18]([CH:22]=[CH:23][CH:24]=1)[C:19]([N:11]=[C:9]1[N:8]([CH:28]([CH3:34])[C:29]([OH:31])=[O:30])[C:7]2[CH:12]=[C:13]3[O:1][CH2:2][O:3][C:4]3=[CH:5][C:6]=2[S:10]1)=[O:20]. The yield is 0.160. (2) The reactants are [Cl:1][C:2]1[C:3]([F:10])=[C:4]([CH:7]=[CH:8][CH:9]=1)[CH:5]=O.C([O-])([O-])=O.[Cs+].[Cs+].[CH3:17][C:18]([S@:21]([NH2:23])=[O:22])([CH3:20])[CH3:19]. The catalyst is C(Cl)Cl.CCOC(C)=O. The product is [Cl:1][C:2]1[C:3]([F:10])=[C:4]([CH:7]=[CH:8][CH:9]=1)/[CH:5]=[N:23]/[S@@:21]([C:18]([CH3:20])([CH3:19])[CH3:17])=[O:22]. The yield is 1.07.